This data is from Forward reaction prediction with 1.9M reactions from USPTO patents (1976-2016). The task is: Predict the product of the given reaction. (1) Given the reactants Br[C:2]1[CH:3]=[C:4]([S:10][C:11]2[CH:16]=[CH:15][CH:14]=[C:13]([O:17][CH3:18])[CH:12]=2)[C:5]([C:8]#[N:9])=[N:6][CH:7]=1.[Br:19][C:20]1[CH:21]=[C:22]([OH:26])[CH:23]=[CH:24][CH:25]=1.CN(C=O)C.[H-].[Na+], predict the reaction product. The product is: [Br:19][C:20]1[CH:21]=[C:22]([CH:23]=[CH:24][CH:25]=1)[O:26][C:2]1[CH:3]=[C:4]([S:10][C:11]2[CH:16]=[CH:15][CH:14]=[C:13]([O:17][CH3:18])[CH:12]=2)[C:5]([C:8]#[N:9])=[N:6][CH:7]=1. (2) Given the reactants [Br:1][C:2]1[CH:3]=[C:4]2[C:9](=[CH:10][CH:11]=1)[N:8]=[CH:7][C:6]([C:12]([OH:14])=[O:13])=[CH:5]2.[CH3:15]O.S(=O)(=O)(O)O, predict the reaction product. The product is: [Br:1][C:2]1[CH:3]=[C:4]2[C:9](=[CH:10][CH:11]=1)[N:8]=[CH:7][C:6]([C:12]([O:14][CH3:15])=[O:13])=[CH:5]2.